From a dataset of Full USPTO retrosynthesis dataset with 1.9M reactions from patents (1976-2016). Predict the reactants needed to synthesize the given product. (1) Given the product [CH3:21][N:22]([CH3:24])/[CH:23]=[CH:8]/[C:7]([C:6]1[S:5][C:4]2[CH:10]=[CH:11][C:12]([O:14][C:15]3[CH:20]=[CH:19][CH:18]=[CH:17][CH:16]=3)=[CH:13][C:3]=2[C:2]=1[CH3:1])=[O:9], predict the reactants needed to synthesize it. The reactants are: [CH3:1][C:2]1[C:3]2[CH:13]=[C:12]([O:14][C:15]3[CH:20]=[CH:19][CH:18]=[CH:17][CH:16]=3)[CH:11]=[CH:10][C:4]=2[S:5][C:6]=1[C:7](=[O:9])[CH3:8].[CH3:21][N:22]([CH:24](OC)OC)[CH3:23]. (2) Given the product [C:4]([CH:6]1[CH2:7][N:8]([C:10]([O:12][C:13]([CH3:14])([CH3:15])[CH3:16])=[O:11])[CH2:9]1)(=[O:5])[C:18]1[CH:23]=[CH:22][CH:21]=[CH:20][CH:19]=1, predict the reactants needed to synthesize it. The reactants are: CON(C)[C:4]([CH:6]1[CH2:9][N:8]([C:10]([O:12][C:13]([CH3:16])([CH3:15])[CH3:14])=[O:11])[CH2:7]1)=[O:5].[C:18]1([Mg]Br)[CH:23]=[CH:22][CH:21]=[CH:20][CH:19]=1.